Dataset: Full USPTO retrosynthesis dataset with 1.9M reactions from patents (1976-2016). Task: Predict the reactants needed to synthesize the given product. (1) Given the product [N+:8]([C:4]1[N:5]=[CH:6][C:7]([N:17]2[CH2:22][CH2:21][NH:20][CH2:19][CH2:18]2)=[CH:2][CH:3]=1)([O-:10])=[O:9], predict the reactants needed to synthesize it. The reactants are: Br[C:2]1[CH:7]=[CH:6][N:5]=[C:4]([N+:8]([O-:10])=[O:9])[CH:3]=1.C(=O)([O-])[O-].[K+].[K+].[NH:17]1[CH2:22][CH2:21][NH:20][CH2:19][CH2:18]1. (2) Given the product [N:33]1[C:32]2[NH:36][CH:37]=[CH:38][C:31]=2[C:30]([NH:1][C@H:2]([C:5]2[N:14]([C:15]3[CH:20]=[CH:19][C:18]([O:21][CH2:22][C:23]([F:26])([F:24])[F:25])=[CH:17][CH:16]=3)[C:13](=[O:27])[C:12]3[C:7](=[CH:8][CH:9]=[CH:10][C:11]=3[F:28])[N:6]=2)[CH2:3][CH3:4])=[N:35][CH:34]=1, predict the reactants needed to synthesize it. The reactants are: [NH2:1][C@H:2]([C:5]1[N:14]([C:15]2[CH:20]=[CH:19][C:18]([O:21][CH2:22][C:23]([F:26])([F:25])[F:24])=[CH:17][CH:16]=2)[C:13](=[O:27])[C:12]2[C:7](=[CH:8][CH:9]=[CH:10][C:11]=2[F:28])[N:6]=1)[CH2:3][CH3:4].Cl[C:30]1[C:31]2[CH:38]=[CH:37][NH:36][C:32]=2[N:33]=[CH:34][N:35]=1.C(N(C(C)C)CC)(C)C. (3) Given the product [C:25]([NH:28][CH2:29][CH2:30][NH:31][C:21]([C:17]1[N:18]([CH3:20])[N:19]=[C:15]([O:14][CH2:13][C:12]2[C:8]([C:5]3[CH:4]=[CH:3][C:2]([F:1])=[CH:7][CH:6]=3)=[N:9][O:10][C:11]=2[CH3:24])[CH:16]=1)=[O:23])(=[O:27])[CH3:26], predict the reactants needed to synthesize it. The reactants are: [F:1][C:2]1[CH:7]=[CH:6][C:5]([C:8]2[C:12]([CH2:13][O:14][C:15]3[CH:16]=[C:17]([C:21]([OH:23])=O)[N:18]([CH3:20])[N:19]=3)=[C:11]([CH3:24])[O:10][N:9]=2)=[CH:4][CH:3]=1.[C:25]([NH:28][CH2:29][CH2:30][NH2:31])(=[O:27])[CH3:26]. (4) Given the product [Cl:23][C:20]1[CH:19]=[CH:18][C:17]([NH:16][C:14](=[O:15])[CH:13]([O:1][C:2]2[C:11]3[C:6](=[CH:7][CH:8]=[CH:9][CH:10]=3)[N:5]=[CH:4][CH:3]=2)[CH3:24])=[CH:22][CH:21]=1, predict the reactants needed to synthesize it. The reactants are: [OH:1][C:2]1[C:11]2[C:6](=[CH:7][CH:8]=[CH:9][CH:10]=2)[N:5]=[CH:4][CH:3]=1.Br[CH:13]([CH3:24])[C:14]([NH:16][C:17]1[CH:22]=[CH:21][C:20]([Cl:23])=[CH:19][CH:18]=1)=[O:15]. (5) Given the product [Cl:20][C:21]1[CH:36]=[CH:35][CH:34]=[C:33]([Cl:37])[C:22]=1[CH2:23][O:24][C:25]1[CH:30]=[CH:29][C:13]2[N:12]=[C:3]([NH:4][C:5](=[O:11])[O:6][C:7]([CH3:8])([CH3:9])[CH3:10])[NH:32][C:27]=2[CH:26]=1, predict the reactants needed to synthesize it. The reactants are: CS/[C:3](/[NH:12][C:13](=O)OC(C)(C)C)=[N:4]\[C:5](=[O:11])[O:6][C:7]([CH3:10])([CH3:9])[CH3:8].[Cl:20][C:21]1[CH:36]=[CH:35][CH:34]=[C:33]([Cl:37])[C:22]=1[CH2:23][O:24][C:25]1[CH:26]=[C:27]([NH2:32])C(N)=[CH:29][CH:30]=1. (6) Given the product [F:21][C:2]([F:1])([F:20])[O:3][C:4]1[CH:9]=[CH:8][C:7]([N:10]2[CH2:11][CH2:12][C:13](=[O:14])[CH2:18][CH2:19]2)=[CH:6][CH:5]=1, predict the reactants needed to synthesize it. The reactants are: [F:1][C:2]([F:21])([F:20])[O:3][C:4]1[CH:9]=[CH:8][C:7]([N:10]2[CH2:19][CH2:18][C:13]3(OCC[O:14]3)[CH2:12][CH2:11]2)=[CH:6][CH:5]=1.Cl.O. (7) Given the product [CH3:14][C:12]([C@H:15]1[CH2:16][CH2:17][C@H:18](/[CH:21]=[N:10]/[S@:8]([C:5]2[CH:4]=[CH:3][CH:2]=[CH:7][CH:6]=2)=[O:9])[CH2:19][CH2:20]1)([CH3:11])[CH3:13], predict the reactants needed to synthesize it. The reactants are: C[C:2]1[CH:7]=[CH:6][C:5]([S@@:8]([NH2:10])=[O:9])=[CH:4][CH:3]=1.[CH3:11][C:12]([C@H:15]1[CH2:20][CH2:19][C@H:18]([CH:21]=O)[CH2:17][CH2:16]1)([CH3:14])[CH3:13].O.CCCCCC.C(OCC)(=O)C.